This data is from Full USPTO retrosynthesis dataset with 1.9M reactions from patents (1976-2016). The task is: Predict the reactants needed to synthesize the given product. (1) Given the product [CH3:8][C:4]1[CH:3]=[C:2]([NH:1][C:41](=[O:42])[C:40]2[CH:44]=[CH:45][CH:46]=[CH:47][C:39]=2[CH2:38][N:19]2[C:20]3[C:25](=[CH:24][CH:23]=[CH:22][CH:21]=3)[C:26]3([CH2:30][O:29][C:28]4[CH:31]=[C:32]5[C:36](=[CH:37][C:27]3=4)[CH2:35][CH2:34][O:33]5)[C:18]2=[O:17])[CH:7]=[CH:6][CH:5]=1, predict the reactants needed to synthesize it. The reactants are: [NH2:1][C:2]1[CH:7]=[CH:6][CH:5]=[C:4]([CH3:8])[CH:3]=1.C1(CN)CCCCC1.[O:17]=[C:18]1[C:26]2([CH2:30][O:29][C:28]3[CH:31]=[C:32]4[C:36](=[CH:37][C:27]2=3)[CH2:35][CH2:34][O:33]4)[C:25]2[C:20](=[CH:21][CH:22]=[CH:23][CH:24]=2)[N:19]1[CH2:38][C:39]1[CH:47]=[CH:46][CH:45]=[CH:44][C:40]=1[C:41](O)=[O:42].O=C1C2(COC3C=C4C(=CC2=3)CCO4)C2C(=CC=CC=2)N1CC1C=C(C=CC=1)C(O)=O. (2) Given the product [Cl:16][CH2:17][CH2:18][C:19]([NH:5][C:4]1[CH:6]=[CH:7][CH:8]=[C:2]([F:1])[CH:3]=1)=[O:20], predict the reactants needed to synthesize it. The reactants are: [F:1][C:2]1[CH:3]=[C:4]([CH:6]=[CH:7][CH:8]=1)[NH2:5].C(N(CC)CC)C.[Cl:16][CH2:17][CH2:18][C:19](Cl)=[O:20]. (3) Given the product [S:27]1[C:5]2[CH2:10][N:9]([CH2:11][CH2:12][CH2:13][CH2:14][O:15][C:16]3[CH:25]=[C:24]4[C:19]([CH2:20][CH2:21][C:22](=[O:26])[NH:23]4)=[CH:18][CH:17]=3)[CH2:8][CH2:7][C:6]=2[CH:29]=[CH:28]1, predict the reactants needed to synthesize it. The reactants are: N1[C:6]2[CH2:7][CH2:8][N:9]([CH2:11][CH2:12][CH2:13][CH2:14][O:15][C:16]3[CH:25]=[C:24]4[C:19]([CH2:20][CH2:21][C:22](=[O:26])[NH:23]4)=[CH:18][CH:17]=3)[CH2:10][C:5]=2C=NC=1.[S:27]1C2CNCCC=2[CH:29]=[CH:28]1. (4) Given the product [O:8]=[C:6]1[N:5]([C:9]2[CH:18]=[C:17]3[C:12]([CH:13]=[C:14]([C:20]4[CH:25]=[CH:24][CH:23]=[CH:22][C:21]=4[C:26]([F:28])([F:27])[F:29])[NH:15][C:16]3=[O:19])=[CH:11][CH:10]=2)[CH2:4][CH:3]([CH2:2][NH:1][C:30](=[O:32])[CH3:31])[O:7]1, predict the reactants needed to synthesize it. The reactants are: [NH2:1][CH2:2][CH:3]1[O:7][C:6](=[O:8])[N:5]([C:9]2[CH:18]=[C:17]3[C:12]([CH:13]=[C:14]([C:20]4[CH:25]=[CH:24][CH:23]=[CH:22][C:21]=4[C:26]([F:29])([F:28])[F:27])[NH:15][C:16]3=[O:19])=[CH:11][CH:10]=2)[CH2:4]1.[C:30](Cl)(=[O:32])[CH3:31].Cl. (5) The reactants are: [CH3:1][N:2]([CH2:18][C:19]([OH:21])=O)[NH:3][C:4](=[O:17])[NH:5][CH2:6][C:7]1[C:16]2[C:11](=[CH:12][CH:13]=[CH:14][CH:15]=2)[CH:10]=[CH:9][CH:8]=1.[NH2:22][C@@H:23]([CH2:47][C:48]([NH:50][C:51]([C:64]1[CH:69]=[CH:68][CH:67]=[CH:66][CH:65]=1)([C:58]1[CH:63]=[CH:62][CH:61]=[CH:60][CH:59]=1)[C:52]1[CH:57]=[CH:56][CH:55]=[CH:54][CH:53]=1)=[O:49])[C:24]([N:26]([C@@H:38]([CH3:46])[CH:39]([O:43][CH2:44][CH3:45])[O:40][CH2:41][CH3:42])[CH2:27][C:28]1[CH:29]=[CH:30][CH:31]=[C:32]2[C:37]=1[N:36]=[CH:35][CH:34]=[CH:33]2)=[O:25]. Given the product [CH2:44]([O:43][CH:39]([O:40][CH2:41][CH3:42])[C@@H:38]([N:26]([CH2:27][C:28]1[CH:29]=[CH:30][CH:31]=[C:32]2[C:37]=1[N:36]=[CH:35][CH:34]=[CH:33]2)[C:24](=[O:25])[C@@H:23]([NH:22][C:19](=[O:21])[CH2:18][N:2]([CH3:1])[NH:3][C:4]([NH:5][CH2:6][C:7]1[C:16]2[C:11](=[CH:12][CH:13]=[CH:14][CH:15]=2)[CH:10]=[CH:9][CH:8]=1)=[O:17])[CH2:47][C:48](=[O:49])[NH:50][C:51]([C:64]1[CH:65]=[CH:66][CH:67]=[CH:68][CH:69]=1)([C:52]1[CH:57]=[CH:56][CH:55]=[CH:54][CH:53]=1)[C:58]1[CH:59]=[CH:60][CH:61]=[CH:62][CH:63]=1)[CH3:46])[CH3:45], predict the reactants needed to synthesize it. (6) Given the product [C:23]1([N:33]2[CH2:38][CH2:37][N:36]([CH2:2][CH2:3][CH2:4][CH2:5][O:6][C:7]3[CH:15]=[C:14]4[C:10]([CH:11]=[N:12][N:13]4[C:16]([O:18][C:19]([CH3:22])([CH3:21])[CH3:20])=[O:17])=[CH:9][CH:8]=3)[CH2:35][CH2:34]2)[C:32]2[C:27](=[CH:28][CH:29]=[CH:30][CH:31]=2)[CH:26]=[CH:25][CH:24]=1, predict the reactants needed to synthesize it. The reactants are: Br[CH2:2][CH2:3][CH2:4][CH2:5][O:6][C:7]1[CH:15]=[C:14]2[C:10]([CH:11]=[N:12][N:13]2[C:16]([O:18][C:19]([CH3:22])([CH3:21])[CH3:20])=[O:17])=[CH:9][CH:8]=1.[C:23]1([N:33]2[CH2:38][CH2:37][NH:36][CH2:35][CH2:34]2)[C:32]2[C:27](=[CH:28][CH:29]=[CH:30][CH:31]=2)[CH:26]=[CH:25][CH:24]=1.C(=O)([O-])[O-].[K+].[K+].